This data is from Forward reaction prediction with 1.9M reactions from USPTO patents (1976-2016). The task is: Predict the product of the given reaction. The product is: [Cl:11][C:9]1[CH:10]=[C:2]([Cl:1])[C:3]([C:4]([NH2:20])=[O:5])=[C:7]([N+:13]([O-:15])=[O:14])[C:8]=1[OH:12]. Given the reactants [Cl:1][C:2]1[CH:10]=[C:9]([Cl:11])[C:8]([OH:12])=[C:7]([N+:13]([O-:15])=[O:14])[C:3]=1[C:4](O)=[O:5].S(Cl)(Cl)=O.[NH4+:20].[OH-], predict the reaction product.